This data is from NCI-60 drug combinations with 297,098 pairs across 59 cell lines. The task is: Regression. Given two drug SMILES strings and cell line genomic features, predict the synergy score measuring deviation from expected non-interaction effect. (1) Drug 1: C1=CN(C(=O)N=C1N)C2C(C(C(O2)CO)O)(F)F. Drug 2: CN1C=C(C=N1)C2=C3N=C(C(=C(N3N=C2)N)Br)C4CCCNC4. Cell line: OVCAR3. Synergy scores: CSS=90.5, Synergy_ZIP=24.2, Synergy_Bliss=23.7, Synergy_Loewe=27.8, Synergy_HSA=32.9. (2) Drug 1: C1=CC(=C(C=C1I)F)NC2=C(C=CC(=C2F)F)C(=O)NOCC(CO)O. Cell line: SW-620. Drug 2: CCC1=C2N=C(C=C(N2N=C1)NCC3=C[N+](=CC=C3)[O-])N4CCCCC4CCO. Synergy scores: CSS=67.4, Synergy_ZIP=-1.58, Synergy_Bliss=-2.88, Synergy_Loewe=-3.52, Synergy_HSA=-0.545. (3) Drug 1: C1CC(=O)NC(=O)C1N2CC3=C(C2=O)C=CC=C3N. Drug 2: C1=C(C(=O)NC(=O)N1)N(CCCl)CCCl. Cell line: K-562. Synergy scores: CSS=38.7, Synergy_ZIP=-5.10, Synergy_Bliss=-1.40, Synergy_Loewe=-4.15, Synergy_HSA=0.665. (4) Drug 1: C1CC(=O)NC(=O)C1N2CC3=C(C2=O)C=CC=C3N. Drug 2: CCC(=C(C1=CC=CC=C1)C2=CC=C(C=C2)OCCN(C)C)C3=CC=CC=C3.C(C(=O)O)C(CC(=O)O)(C(=O)O)O. Cell line: UACC-257. Synergy scores: CSS=1.62, Synergy_ZIP=1.09, Synergy_Bliss=4.29, Synergy_Loewe=1.69, Synergy_HSA=1.11. (5) Drug 1: COC1=NC(=NC2=C1N=CN2C3C(C(C(O3)CO)O)O)N. Drug 2: CCC1(CC2CC(C3=C(CCN(C2)C1)C4=CC=CC=C4N3)(C5=C(C=C6C(=C5)C78CCN9C7C(C=CC9)(C(C(C8N6C)(C(=O)OC)O)OC(=O)C)CC)OC)C(=O)OC)O.OS(=O)(=O)O. Cell line: HS 578T. Synergy scores: CSS=7.21, Synergy_ZIP=0.0151, Synergy_Bliss=5.72, Synergy_Loewe=4.96, Synergy_HSA=4.93. (6) Drug 1: CCC1=C2CN3C(=CC4=C(C3=O)COC(=O)C4(CC)O)C2=NC5=C1C=C(C=C5)O. Drug 2: CC(C)(C#N)C1=CC(=CC(=C1)CN2C=NC=N2)C(C)(C)C#N. Cell line: TK-10. Synergy scores: CSS=12.8, Synergy_ZIP=-3.70, Synergy_Bliss=1.59, Synergy_Loewe=-15.2, Synergy_HSA=-1.97. (7) Drug 1: C1CCC(C1)C(CC#N)N2C=C(C=N2)C3=C4C=CNC4=NC=N3. Drug 2: COC1=C(C=C2C(=C1)N=CN=C2NC3=CC(=C(C=C3)F)Cl)OCCCN4CCOCC4. Cell line: HOP-62. Synergy scores: CSS=17.6, Synergy_ZIP=-0.911, Synergy_Bliss=4.14, Synergy_Loewe=-0.391, Synergy_HSA=2.94. (8) Drug 1: C1CCC(C1)C(CC#N)N2C=C(C=N2)C3=C4C=CNC4=NC=N3. Drug 2: C(CCl)NC(=O)N(CCCl)N=O. Cell line: 786-0. Synergy scores: CSS=14.6, Synergy_ZIP=-2.44, Synergy_Bliss=2.19, Synergy_Loewe=0.530, Synergy_HSA=2.95.